This data is from Full USPTO retrosynthesis dataset with 1.9M reactions from patents (1976-2016). The task is: Predict the reactants needed to synthesize the given product. (1) The reactants are: [NH2:1][CH2:2][CH2:3][CH:4]1[CH2:9][CH2:8][N:7]([C:10](=[O:27])/[CH:11]=[CH:12]/[C:13]2[CH:18]=[CH:17][C:16]([Cl:19])=[CH:15][C:14]=2[CH2:20][N:21]2[N:25]=[N:24][C:23]([CH3:26])=[N:22]2)[CH2:6][CH2:5]1.CCN(C(C)C)C(C)C.[NH:37]1[CH:41]=[C:40]([C:42](O)=[O:43])[N:39]=[N:38]1.C(P1(=O)OP(CCC)(=O)OP(CCC)(=O)O1)CC.CCOC(C)=O. Given the product [Cl:19][C:16]1[CH:17]=[CH:18][C:13](/[CH:12]=[CH:11]/[C:10]([N:7]2[CH2:6][CH2:5][CH:4]([CH2:3][CH2:2][NH:1][C:42]([C:40]3[N:39]=[N:38][NH:37][CH:41]=3)=[O:43])[CH2:9][CH2:8]2)=[O:27])=[C:14]([CH2:20][N:21]2[N:25]=[N:24][C:23]([CH3:26])=[N:22]2)[CH:15]=1, predict the reactants needed to synthesize it. (2) Given the product [CH3:12][C:5]1[CH:4]=[C:3]([CH:8]=[CH:7][C:6]=1[CH:24]1[CH2:27][O:26][CH2:25]1)[C:1]#[N:2], predict the reactants needed to synthesize it. The reactants are: [C:1]([C:3]1[CH:8]=[CH:7][C:6](B(O)O)=[C:5]([CH3:12])[CH:4]=1)#[N:2].C[Si]([N-][Si](C)(C)C)(C)C.[Na+].I[CH:24]1[CH2:27][O:26][CH2:25]1. (3) Given the product [CH2:1]([O:3][C:4]([N:6]1[C:15]2[C:10](=[CH:11][C:12]([CH3:17])=[N:13][C:14]=2[CH3:16])[CH:9]([N:18]([CH2:19][C:20]2[CH:25]=[C:24]([C:26]([F:27])([F:28])[F:29])[CH:23]=[C:22]([C:30]([F:33])([F:31])[F:32])[CH:21]=2)[C:43]([O:45][CH3:46])=[O:44])[CH2:8][CH:7]1[CH2:34][CH3:35])=[O:5])[CH3:2], predict the reactants needed to synthesize it. The reactants are: [CH2:1]([O:3][C:4]([N:6]1[C:15]2[C:10](=[CH:11][C:12]([CH3:17])=[N:13][C:14]=2[CH3:16])[CH:9]([NH:18][CH2:19][C:20]2[CH:25]=[C:24]([C:26]([F:29])([F:28])[F:27])[CH:23]=[C:22]([C:30]([F:33])([F:32])[F:31])[CH:21]=2)[CH2:8][CH:7]1[CH2:34][CH3:35])=[O:5])[CH3:2].C([O-])([O-])=O.[K+].[K+].Cl[C:43]([O:45][CH3:46])=[O:44]. (4) Given the product [CH3:22][CH2:21][CH2:20][C:4]1[C:3]2[C:2]3[O:1][C:24]([CH3:28])([CH3:23])[CH:25]=[CH:26][C:11]=3[C:10]3[O:12][C@H:15]([CH3:16])[C@@H:14]([CH3:17])[C:13](=[O:18])[C:9]=3[C:8]=2[O:7][C:6](=[O:19])[CH:5]=1, predict the reactants needed to synthesize it. The reactants are: [OH:1][C:2]1[CH:11]=[C:10]([OH:12])[C:9]([C:13](=[O:18])[C:14]([CH3:17])=[CH:15][CH3:16])=[C:8]2[C:3]=1[C:4]([CH2:20][CH2:21][CH3:22])=[CH:5][C:6](=[O:19])[O:7]2.[CH3:23][C:24]([CH3:28])=[CH:25][CH:26]=O. (5) The reactants are: [NH2:1][C:2]1[CH:6]=[C:5]([CH3:7])[NH:4][N:3]=1.CC[O:10][C:11]([CH:13]([C:17]([CH3:19])=O)[C:14]([CH3:16])=O)=[O:12]. Given the product [CH3:7][C:5]1[CH:6]=[C:2]2[N:1]=[C:14]([CH3:16])[C:13]([C:11]([OH:12])=[O:10])=[C:17]([CH3:19])[N:3]2[N:4]=1, predict the reactants needed to synthesize it.